This data is from Peptide-MHC class I binding affinity with 185,985 pairs from IEDB/IMGT. The task is: Regression. Given a peptide amino acid sequence and an MHC pseudo amino acid sequence, predict their binding affinity value. This is MHC class I binding data. (1) The binding affinity (normalized) is 0.213. The peptide sequence is YTIDLNDAF. The MHC is HLA-B15:42 with pseudo-sequence HLA-B15:42. (2) The peptide sequence is ALYLLDGLR. The MHC is HLA-A02:06 with pseudo-sequence HLA-A02:06. The binding affinity (normalized) is 0.0847.